From a dataset of Catalyst prediction with 721,799 reactions and 888 catalyst types from USPTO. Predict which catalyst facilitates the given reaction. (1) The catalyst class is: 5. Reactant: [S:1]1[C:5]2[CH:6]=[CH:7][CH:8]=[CH:9][C:4]=2[N:3]=[C:2]1[O:10][C:11]1[C:12]([F:28])=[C:13]([C@H:18]([NH:21][S@@](C(C)(C)C)=O)[CH2:19][CH3:20])[CH:14]=[CH:15][C:16]=1[Cl:17].Cl.CCOC(C)=O. Product: [ClH:17].[S:1]1[C:5]2[CH:6]=[CH:7][CH:8]=[CH:9][C:4]=2[N:3]=[C:2]1[O:10][C:11]1[C:12]([F:28])=[C:13]([C@H:18]([NH2:21])[CH2:19][CH3:20])[CH:14]=[CH:15][C:16]=1[Cl:17]. (2) Reactant: C(Cl)(=O)C(Cl)=O.CS(C)=O.[CH2:11]([C:13]1[S:17][C:16]([C:18]2[O:22][N:21]=[C:20]([C:23]3[CH:28]=[CH:27][C:26]([CH2:29][OH:30])=[CH:25][CH:24]=3)[N:19]=2)=[C:15]2[CH2:31][CH2:32][C:33]([CH3:36])([CH3:35])[CH2:34][C:14]=12)[CH3:12].C(N(CC)CC)C. Product: [CH2:11]([C:13]1[S:17][C:16]([C:18]2[O:22][N:21]=[C:20]([C:23]3[CH:28]=[CH:27][C:26]([CH:29]=[O:30])=[CH:25][CH:24]=3)[N:19]=2)=[C:15]2[CH2:31][CH2:32][C:33]([CH3:35])([CH3:36])[CH2:34][C:14]=12)[CH3:12]. The catalyst class is: 2. (3) Reactant: Cl[CH2:2][C:3]1[N:4]=[N:5][C:6]([C:9]2[CH:14]=[CH:13][CH:12]=[CH:11][N:10]=2)=[CH:7][CH:8]=1.[N-:15]=[N+:16]=[N-:17].[Na+].O. Product: [N:15]([CH2:2][C:3]1[N:4]=[N:5][C:6]([C:9]2[CH:14]=[CH:13][CH:12]=[CH:11][N:10]=2)=[CH:7][CH:8]=1)=[N+:16]=[N-:17]. The catalyst class is: 3. (4) Reactant: C([O:3][C:4]([C:6]1[CH:7]=[N:8][N:9]([CH2:13][O:14][CH2:15][CH2:16][Si:17]([CH3:20])([CH3:19])[CH3:18])[C:10](=[O:12])[CH:11]=1)=O)C.O.[NH2:22][NH2:23]. Product: [O:12]=[C:10]1[N:9]([CH2:13][O:14][CH2:15][CH2:16][Si:17]([CH3:20])([CH3:19])[CH3:18])[N:8]=[CH:7][C:6]([C:4]([NH:22][NH2:23])=[O:3])=[CH:11]1. The catalyst class is: 8. (5) The catalyst class is: 80. Product: [CH2:14]([N:16]([CH2:17][CH3:18])[C:2]1[CH:9]=[CH:8][C:5]([C:6]#[N:7])=[CH:4][C:3]=1[C:10]([F:13])([F:12])[F:11])[CH3:15]. Reactant: Br[C:2]1[CH:9]=[CH:8][C:5]([C:6]#[N:7])=[CH:4][C:3]=1[C:10]([F:13])([F:12])[F:11].[CH2:14]([NH:16][CH2:17][CH3:18])[CH3:15].C(=O)([O-])O.[Na+].